Dataset: Reaction yield outcomes from USPTO patents with 853,638 reactions. Task: Predict the reaction yield, written as a fraction of the theoretical maximum amount of product (1.0 means a 100% yield; for example, 0.34 means a 34% yield). The reactants are [F:1][CH:2]([F:17])[C:3]1[C:4]([C:11]2[CH:16]=[CH:15][CH:14]=[CH:13][CH:12]=2)=[N:5][O:6][C:7]=1[C:8]([OH:10])=O.O/[N:19]=[C:20](/[C:22]1[CH:39]=[CH:38][C:25]([CH2:26][N:27]2[CH2:30][CH:29]([C:31]([O:33][C:34]([CH3:37])([CH3:36])[CH3:35])=[O:32])[CH2:28]2)=[CH:24][CH:23]=1)\[NH2:21].C1C=CC2N(O)N=NC=2C=1.C(Cl)CCl.C(N(C(C)C)CC)(C)C. The catalyst is CN(C=O)C. The product is [F:17][CH:2]([F:1])[C:3]1[C:4]([C:11]2[CH:16]=[CH:15][CH:14]=[CH:13][CH:12]=2)=[N:5][O:6][C:7]=1[C:8]1[O:10][N:21]=[C:20]([C:22]2[CH:23]=[CH:24][C:25]([CH2:26][N:27]3[CH2:28][CH:29]([C:31]([O:33][C:34]([CH3:35])([CH3:37])[CH3:36])=[O:32])[CH2:30]3)=[CH:38][CH:39]=2)[N:19]=1. The yield is 0.386.